From a dataset of Full USPTO retrosynthesis dataset with 1.9M reactions from patents (1976-2016). Predict the reactants needed to synthesize the given product. Given the product [F:1][C:2]1[CH:3]=[C:4]([CH3:18])[CH:5]=[C:6]2[C:10]=1[N:9]([CH2:21][C:22]([C:25]1[CH:30]=[CH:29][N:28]=[CH:27][CH:26]=1)([OH:23])[CH3:24])[C:8]1[CH2:11][CH:12]3[N:16]([CH2:17][C:7]2=1)[CH2:15][CH2:14][CH2:13]3, predict the reactants needed to synthesize it. The reactants are: [F:1][C:2]1[CH:3]=[C:4]([CH3:18])[CH:5]=[C:6]2[C:10]=1[NH:9][C:8]1[CH2:11][CH:12]3[N:16]([CH2:17][C:7]2=1)[CH2:15][CH2:14][CH2:13]3.[H-].[Na+].[CH3:21][C:22]1([C:25]2[CH:30]=[CH:29][N:28]=[CH:27][CH:26]=2)[CH2:24][O:23]1.